From a dataset of Forward reaction prediction with 1.9M reactions from USPTO patents (1976-2016). Predict the product of the given reaction. (1) Given the reactants [CH:1]1([C:4]2[CH:9]=[C:8]([C:10](OC)=[O:11])[C:7]([O:14][CH2:15][O:16][CH3:17])=[CH:6][C:5]=2[C:18]2[CH:23]=[CH:22][C:21]([F:24])=[CH:20][CH:19]=2)[CH2:3][CH2:2]1.[H-].[Al+3].[Li+].[H-].[H-].[H-].[OH-].[Na+], predict the reaction product. The product is: [CH:1]1([C:4]2[CH:9]=[C:8]([CH2:10][OH:11])[C:7]([O:14][CH2:15][O:16][CH3:17])=[CH:6][C:5]=2[C:18]2[CH:23]=[CH:22][C:21]([F:24])=[CH:20][CH:19]=2)[CH2:3][CH2:2]1. (2) The product is: [F:19][C:20]1[CH:25]=[CH:24][C:23]([C:2]2[CH:3]=[C:4]([C:15]([O:17][CH3:18])=[O:16])[C:5]3[C:6]([CH3:14])=[CH:7][N:8]([CH:11]([CH3:13])[CH3:12])[C:9]=3[CH:10]=2)=[CH:22][C:21]=1[CH:29]=[O:30]. Given the reactants Br[C:2]1[CH:3]=[C:4]([C:15]([O:17][CH3:18])=[O:16])[C:5]2[C:6]([CH3:14])=[CH:7][N:8]([CH:11]([CH3:13])[CH3:12])[C:9]=2[CH:10]=1.[F:19][C:20]1[CH:25]=[CH:24][C:23](B(O)O)=[CH:22][C:21]=1[CH:29]=[O:30].P([O-])([O-])([O-])=O.[K+].[K+].[K+].O1CCOCC1, predict the reaction product. (3) Given the reactants [Ca+2].[F:2][C:3]1[CH:8]=[CH:7][C:6]([C:9]2[N:10]=[C:11]([C:31]3[CH:36]=[CH:35][CH:34]=[CH:33][CH:32]=3)[N:12]([CH2:20][CH2:21][C@@H:22]([OH:30])[CH2:23][C@@H:24]([OH:29])[CH2:25][C:26]([O-:28])=O)[C:13]=2[C:14]2[CH:19]=[CH:18][N:17]=[CH:16][N:15]=2)=[CH:5][CH:4]=1.[F:2][C:3]1[CH:4]=[CH:5][C:6]([C:9]2[N:10]=[C:11]([C:31]3[CH:32]=[CH:33][CH:34]=[CH:35][CH:36]=3)[N:12]([CH2:20][CH2:21][C@@H:22]([OH:30])[CH2:23][C@@H:24]([OH:29])[CH2:25][C:26]([O-:28])=O)[C:13]=2[C:14]2[CH:19]=[CH:18][N:17]=[CH:16][N:15]=2)=[CH:7][CH:8]=1.FC(F)(F)C(O)=O.C(=O)([O-])O.[Na+].Cl, predict the reaction product. The product is: [F:2][C:3]1[CH:8]=[CH:7][C:6]([C:9]2[N:10]=[C:11]([C:31]3[CH:32]=[CH:33][CH:34]=[CH:35][CH:36]=3)[N:12]([CH2:20][CH2:21][C@H:22]3[O:30][C:26](=[O:28])[CH2:25][C@H:24]([OH:29])[CH2:23]3)[C:13]=2[C:14]2[CH:19]=[CH:18][N:17]=[CH:16][N:15]=2)=[CH:5][CH:4]=1.